This data is from Catalyst prediction with 721,799 reactions and 888 catalyst types from USPTO. The task is: Predict which catalyst facilitates the given reaction. (1) Reactant: [CH2:1]([O:8][C:9](=[O:34])[NH:10][CH2:11][CH:12]([N:23]1C(=O)C2C(=CC=CC=2)C1=O)[CH2:13][O:14][C:15]1[CH:20]=[CH:19][C:18]([F:21])=[C:17]([F:22])[CH:16]=1)[C:2]1[CH:7]=[CH:6][CH:5]=[CH:4][CH:3]=1.CN. Product: [CH2:1]([O:8][C:9](=[O:34])[NH:10][CH2:11][CH:12]([NH2:23])[CH2:13][O:14][C:15]1[CH:20]=[CH:19][C:18]([F:21])=[C:17]([F:22])[CH:16]=1)[C:2]1[CH:7]=[CH:6][CH:5]=[CH:4][CH:3]=1. The catalyst class is: 8. (2) Reactant: [CH2:1]([N:3]([S:10]([C:13]1[CH:18]=[CH:17][C:16]([F:19])=[CH:15][CH:14]=1)(=[O:12])=[O:11])[C:4]1([C:7]([OH:9])=O)[CH2:6][CH2:5]1)[CH3:2].CCOC(OC(OCC)=O)=O.[F:31][C:32]([F:48])([F:47])[C:33]1[CH:38]=[CH:37][C:36]([C:39]2[CH:44]=[C:43]([CH2:45][NH2:46])[CH:42]=[CH:41][N:40]=2)=[CH:35][CH:34]=1. Product: [CH2:1]([N:3]([S:10]([C:13]1[CH:18]=[CH:17][C:16]([F:19])=[CH:15][CH:14]=1)(=[O:12])=[O:11])[C:4]1([C:7]([NH:46][CH2:45][C:43]2[CH:42]=[CH:41][N:40]=[C:39]([C:36]3[CH:37]=[CH:38][C:33]([C:32]([F:48])([F:31])[F:47])=[CH:34][CH:35]=3)[CH:44]=2)=[O:9])[CH2:5][CH2:6]1)[CH3:2]. The catalyst class is: 1. (3) Reactant: Cl[S:2]([N:5]=C=O)(=[O:4])=[O:3].C(O)(C)(C)C.Cl.[NH2:14][CH2:15][CH2:16][NH:17][C:18]1[C:19]([C:23]2[N:27]([C:28]3[CH:33]=[CH:32][C:31]([F:34])=[C:30]([Cl:35])[CH:29]=3)[C:26](=[O:36])[O:25][N:24]=2)=[N:20][O:21][N:22]=1.C(N(CC)CC)C. Product: [Cl:35][C:30]1[CH:29]=[C:28]([N:27]2[C:26](=[O:36])[O:25][N:24]=[C:23]2[C:19]2[C:18]([NH:17][CH2:16][CH2:15][NH:14][S:2]([NH2:5])(=[O:4])=[O:3])=[N:22][O:21][N:20]=2)[CH:33]=[CH:32][C:31]=1[F:34]. The catalyst class is: 646. (4) Reactant: [NH:1]1[CH2:6][CH2:5][CH:4]([CH2:7][CH2:8][CH2:9][CH2:10][C:11]2[CH:16]=[CH:15][N:14]=[CH:13][CH:12]=2)[CH2:3][CH2:2]1.CCN(CC)CC.Cl[C:25](=[O:30])[C:26]([O:28][CH3:29])=[O:27]. Product: [CH3:29][O:28][C:26](=[O:27])[C:25](=[O:30])[N:14]1[CH2:13][CH2:12][CH:11]([CH2:10][CH2:9][CH2:8][CH2:7][C:4]2[CH:3]=[CH:2][N:1]=[CH:6][CH:5]=2)[CH2:16][CH2:15]1. The catalyst class is: 2. (5) Reactant: [CH2:1]([C:3]1[C:12]2[O:11][CH:10]([C:13]3[CH:18]=[CH:17][CH:16]=[CH:15][CH:14]=3)[C:9](=[O:19])[N:8]([CH2:20][CH2:21][CH:22]=[O:23])[C:7]=2[CH:6]=[CH:5][CH:4]=1)[CH3:2].CC(=CC)C.P([O-])(O)(O)=[O:30].[Na+].Cl([O-])=O.[Na+].[OH-].[Na+]. Product: [CH2:1]([C:3]1[C:12]2[O:11][CH:10]([C:13]3[CH:14]=[CH:15][CH:16]=[CH:17][CH:18]=3)[C:9](=[O:19])[N:8]([CH2:20][CH2:21][C:22]([OH:30])=[O:23])[C:7]=2[CH:6]=[CH:5][CH:4]=1)[CH3:2]. The catalyst class is: 371. (6) Reactant: Br[C:2]1[CH:3]=[C:4]([NH:10][C:11]2[CH:21]=[CH:20][C:14]([C:15]([N:17]([CH3:19])[CH3:18])=[O:16])=[CH:13][N:12]=2)[C:5](=[O:9])[N:6]([CH3:8])[CH:7]=1.[B:22]1([B:22]2[O:26][C:25]([CH3:28])([CH3:27])[C:24]([CH3:30])([CH3:29])[O:23]2)[O:26][C:25]([CH3:28])([CH3:27])[C:24]([CH3:30])([CH3:29])[O:23]1.C([O-])(=O)C.[K+].CC(C1C=C(C(C)C)C(C2C=CC=CC=2P(C2CCCCC2)C2CCCCC2)=C(C(C)C)C=1)C. The catalyst class is: 584. Product: [CH3:18][N:17]([CH3:19])[C:15](=[O:16])[C:14]1[CH:20]=[CH:21][C:11]([NH:10][C:4]2[C:5](=[O:9])[N:6]([CH3:8])[CH:7]=[C:2]([B:22]3[O:26][C:25]([CH3:28])([CH3:27])[C:24]([CH3:30])([CH3:29])[O:23]3)[CH:3]=2)=[N:12][CH:13]=1. (7) Reactant: Br[CH2:2][C:3]1[CH:8]=[CH:7][C:6]([C:9]2[CH:16]=[CH:15][CH:14]=[CH:13][C:10]=2[C:11]#[N:12])=[CH:5][CH:4]=1.C1(=O)[NH:21]C(=O)C2=CC=CC=C12.[K].O.O.NN. Product: [NH2:21][CH2:2][C:3]1[CH:8]=[CH:7][C:6]([C:9]2[CH:16]=[CH:15][CH:14]=[CH:13][C:10]=2[C:11]#[N:12])=[CH:5][CH:4]=1. The catalyst class is: 121. (8) Reactant: C(OC([NH:11][CH2:12][CH2:13][CH2:14][CH2:15][CH2:16][CH2:17][N:18]([CH3:77])[C@H:19]([C:23]([NH:25][C@H:26]([C:30]([N:32]([C@@H:34]([C@@H:73]([CH3:76])[CH2:74][CH3:75])[C@H:35]([O:71][CH3:72])[CH2:36][C:37]([N:39]1[CH2:43][CH2:42][CH2:41][C@H:40]1[C@H:44]([O:69][CH3:70])[C@@H:45]([CH3:68])[C:46](=[O:67])[NH:47][C@H:48]([C:56]1[O:57][C:58]([C:61]2[CH:66]=[CH:65][CH:64]=[CH:63][CH:62]=2)=[N:59][N:60]=1)[CH2:49][C:50]1[CH:55]=[CH:54][CH:53]=[CH:52][CH:51]=1)=[O:38])[CH3:33])=[O:31])[CH:27]([CH3:29])[CH3:28])=[O:24])[CH:20]([CH3:22])[CH3:21])=O)C1C=CC=CC=1. Product: [NH2:11][CH2:12][CH2:13][CH2:14][CH2:15][CH2:16][CH2:17][N:18]([CH3:77])[C@H:19]([C:23]([NH:25][C@H:26]([C:30]([N:32]([C@@H:34]([C@@H:73]([CH3:76])[CH2:74][CH3:75])[C@H:35]([O:71][CH3:72])[CH2:36][C:37]([N:39]1[CH2:43][CH2:42][CH2:41][C@H:40]1[C@H:44]([O:69][CH3:70])[C@@H:45]([CH3:68])[C:46](=[O:67])[NH:47][C@H:48]([C:56]1[O:57][C:58]([C:61]2[CH:66]=[CH:65][CH:64]=[CH:63][CH:62]=2)=[N:59][N:60]=1)[CH2:49][C:50]1[CH:55]=[CH:54][CH:53]=[CH:52][CH:51]=1)=[O:38])[CH3:33])=[O:31])[CH:27]([CH3:29])[CH3:28])=[O:24])[CH:20]([CH3:21])[CH3:22]. The catalyst class is: 19.